Dataset: Forward reaction prediction with 1.9M reactions from USPTO patents (1976-2016). Task: Predict the product of the given reaction. (1) Given the reactants C(OC(=O)[NH:7][CH:8]1[CH2:12][CH:11]([C:13]([N:15]2[CH2:20][CH2:19][N:18]([C:21]3[CH:26]=[CH:25][CH:24]=[CH:23][C:22]=3[C:27]#[N:28])[CH2:17][CH2:16]2)=[O:14])[N:10]([CH2:29][C:30]2[CH:35]=[CH:34][CH:33]=[CH:32][CH:31]=2)[CH2:9]1)(C)(C)C, predict the reaction product. The product is: [NH2:7][CH:8]1[CH2:9][N:10]([CH2:29][C:30]2[CH:35]=[CH:34][CH:33]=[CH:32][CH:31]=2)[CH:11]([C:13]([N:15]2[CH2:16][CH2:17][N:18]([C:21]3[CH:26]=[CH:25][CH:24]=[CH:23][C:22]=3[C:27]#[N:28])[CH2:19][CH2:20]2)=[O:14])[CH2:12]1. (2) Given the reactants [N:1]1([C:7]2[CH:12]=[CH:11][C:10]([NH:13][C:14]([C:16]3[CH:17]=[C:18]([CH:27]=[CH:28][CH:29]=3)[CH2:19][S:20][CH2:21][CH2:22][C:23]([O:25]C)=[O:24])=[O:15])=[C:9]([C:30]([C:32]3[NH:33][C:34]4[C:39]([CH:40]=3)=[CH:38][CH:37]=[C:36]([C:41]([F:44])([F:43])[F:42])[CH:35]=4)=[O:31])[CH:8]=2)[CH2:6][CH2:5][CH2:4][CH2:3][CH2:2]1.O.[OH-].[Li+], predict the reaction product. The product is: [N:1]1([C:7]2[CH:12]=[CH:11][C:10]([NH:13][C:14]([C:16]3[CH:17]=[C:18]([CH:27]=[CH:28][CH:29]=3)[CH2:19][S:20][CH2:21][CH2:22][C:23]([OH:25])=[O:24])=[O:15])=[C:9]([C:30]([C:32]3[NH:33][C:34]4[C:39]([CH:40]=3)=[CH:38][CH:37]=[C:36]([C:41]([F:43])([F:44])[F:42])[CH:35]=4)=[O:31])[CH:8]=2)[CH2:6][CH2:5][CH2:4][CH2:3][CH2:2]1. (3) Given the reactants [C:1]1([C:7](=O)[CH3:8])[CH:6]=[CH:5][CH:4]=[CH:3][CH:2]=1.[CH:10]1([NH2:13])[CH2:12][CH2:11]1.S([O-])([O-])(=O)=O.[Mg+2].[BH4-].[Na+], predict the reaction product. The product is: [C:1]1([CH:7]([NH:13][CH:10]2[CH2:12][CH2:11]2)[CH3:8])[CH:6]=[CH:5][CH:4]=[CH:3][CH:2]=1. (4) The product is: [CH3:5][O:4][N:3]([CH3:2])[C:20](=[O:21])[CH2:19][CH2:18][C:12]1[CH:17]=[CH:16][CH:15]=[CH:14][CH:13]=1. Given the reactants Cl.[CH3:2][NH:3][O:4][CH3:5].N1C=CC=CC=1.[C:12]1([CH2:18][CH2:19][C:20](Cl)=[O:21])[CH:17]=[CH:16][CH:15]=[CH:14][CH:13]=1, predict the reaction product. (5) Given the reactants [CH2:1]([O:4][C:5]1[CH:10]=[C:9]([O:11][C:12]2[CH:17]=[CH:16][C:15]([C:18]([F:21])([F:20])[F:19])=[CH:14][N:13]=2)[CH:8]=[CH:7][C:6]=1[CH2:22][CH2:23][C:24](OCC)=[O:25])[CH2:2][CH3:3].[H-].[Al+3].[Li+].[H-].[H-].[H-].O.O.O.O.O.O.O.O.O.O.S([O-])([O-])(=O)=O.[Na+].[Na+], predict the reaction product. The product is: [CH2:1]([O:4][C:5]1[CH:10]=[C:9]([O:11][C:12]2[CH:17]=[CH:16][C:15]([C:18]([F:19])([F:20])[F:21])=[CH:14][N:13]=2)[CH:8]=[CH:7][C:6]=1[CH2:22][CH2:23][CH2:24][OH:25])[CH2:2][CH3:3]. (6) The product is: [Cl:1][C:2]1[CH:7]=[CH:6][CH:5]=[C:4]([N+:8]([O-:10])=[O:9])[C:3]=1[NH2:18]. Given the reactants [Cl:1][C:2]1[CH:7]=[CH:6][CH:5]=[C:4]([N+:8]([O-:10])=[O:9])[CH:3]=1.CC(C)([O-])C.[K+].C[N:18](C)C=O, predict the reaction product. (7) Given the reactants Cl.[Cl:2][C:3]1[CH:4]=[CH:5][C:6]([S:11]([CH2:14][CH3:15])(=[O:13])=[O:12])=[C:7]([CH2:9][NH2:10])[CH:8]=1.[NH2:16][C:17]1[CH:25]=[C:24]([CH2:26][N:27]2[CH2:31][CH2:30][C@@H:29]([NH:32][C:33]([O:35][C:36]([CH3:39])([CH3:38])[CH3:37])=[O:34])[CH2:28]2)[C:23]([O:40][C:41]([F:44])([F:43])[F:42])=[CH:22][C:18]=1[C:19](O)=[O:20].NC1C=CC(C(F)(F)F)=CC=1C(NCC1C=C(Br)C=CC=1S(CC)(=O)=O)=O.CN(C(ON1N=NC2C=CC=CC1=2)=[N+](C)C)C.F[P-](F)(F)(F)(F)F, predict the reaction product. The product is: [NH2:16][C:17]1[C:18]([C:19](=[O:20])[NH:10][CH2:9][C:7]2[CH:8]=[C:3]([Cl:2])[CH:4]=[CH:5][C:6]=2[S:11]([CH2:14][CH3:15])(=[O:13])=[O:12])=[CH:22][C:23]([O:40][C:41]([F:44])([F:42])[F:43])=[C:24]([CH2:26][N:27]2[CH2:31][CH2:30][C@@H:29]([NH:32][C:33](=[O:34])[O:35][C:36]([CH3:39])([CH3:38])[CH3:37])[CH2:28]2)[CH:25]=1. (8) Given the reactants [C:1]([C:4]1[CH:9]=[CH:8][CH:7]=[CH:6][C:5]=1[NH:10][C:11]([C:13]1[CH:18]=[CH:17][CH:16]=[C:15]([CH3:19])[N:14]=1)=O)(=[O:3])[NH2:2], predict the reaction product. The product is: [CH3:19][C:15]1[N:14]=[C:13]([C:11]2[NH:2][C:1](=[O:3])[C:4]3[C:5](=[CH:6][CH:7]=[CH:8][CH:9]=3)[N:10]=2)[CH:18]=[CH:17][CH:16]=1. (9) Given the reactants [C:1]([NH:5][C:6]([NH:8][CH2:9][C:10]([CH3:32])([CH3:31])[CH:11]([C:15]1[CH:16]=[C:17]2[C:21](=[CH:22][CH:23]=1)[N:20]([C:24]1[CH:29]=[CH:28][C:27]([F:30])=[CH:26][CH:25]=1)[N:19]=[CH:18]2)[CH2:12][CH:13]=[CH2:14])=[O:7])([CH3:4])([CH3:3])[CH3:2].B1C2CCCC1CCC2.[OH-:42].[Na+].OO, predict the reaction product. The product is: [C:1]([NH:5][C:6]([NH:8][CH2:9][C:10]([CH3:32])([CH3:31])[CH:11]([C:15]1[CH:16]=[C:17]2[C:21](=[CH:22][CH:23]=1)[N:20]([C:24]1[CH:29]=[CH:28][C:27]([F:30])=[CH:26][CH:25]=1)[N:19]=[CH:18]2)[CH2:12][CH2:13][CH2:14][OH:42])=[O:7])([CH3:2])([CH3:3])[CH3:4].